The task is: Regression. Given a peptide amino acid sequence and an MHC pseudo amino acid sequence, predict their binding affinity value. This is MHC class II binding data.. This data is from Peptide-MHC class II binding affinity with 134,281 pairs from IEDB. (1) The peptide sequence is AATTAGTTVYGAFAA. The MHC is HLA-DQA10501-DQB10301 with pseudo-sequence HLA-DQA10501-DQB10301. The binding affinity (normalized) is 0.684. (2) The peptide sequence is AVMLTFDNAGMWNVR. The MHC is HLA-DQA10201-DQB10202 with pseudo-sequence HLA-DQA10201-DQB10202. The binding affinity (normalized) is 0.291. (3) The binding affinity (normalized) is 0.171. The MHC is DRB4_0101 with pseudo-sequence DRB4_0103. The peptide sequence is GLSGEPKGGAESSSK. (4) The peptide sequence is QVPSASMGRDIKVQF. The MHC is HLA-DPA10103-DPB10301 with pseudo-sequence HLA-DPA10103-DPB10301. The binding affinity (normalized) is 0.485. (5) The peptide sequence is QKISKYFNSRLFG. The MHC is HLA-DPA10201-DPB10101 with pseudo-sequence HLA-DPA10201-DPB10101. The binding affinity (normalized) is 0.345. (6) The peptide sequence is ILTVSVAVSEGKPTE. The MHC is DRB1_0901 with pseudo-sequence DRB1_0901. The binding affinity (normalized) is 0.391. (7) The peptide sequence is KKVIQLSRKTFDTEY. The MHC is DRB1_1302 with pseudo-sequence DRB1_1302. The binding affinity (normalized) is 0.276. (8) The peptide sequence is PPPPQLGASPYKLGP. The MHC is HLA-DQA10101-DQB10501 with pseudo-sequence HLA-DQA10101-DQB10501. The binding affinity (normalized) is 0.0677. (9) The peptide sequence is NAAYNAADHAAPEDK. The binding affinity (normalized) is 0. The MHC is HLA-DPA10201-DPB11401 with pseudo-sequence HLA-DPA10201-DPB11401. (10) The peptide sequence is YDKFLANVSTVLMGK. The MHC is DRB1_0404 with pseudo-sequence DRB1_0404. The binding affinity (normalized) is 0.726.